From a dataset of Full USPTO retrosynthesis dataset with 1.9M reactions from patents (1976-2016). Predict the reactants needed to synthesize the given product. (1) Given the product [Br:1][C:2]1[CH:15]=[C:14]2[C:5]([O:6][C:7]3[C:8]([F:19])=[CH:9][C:10]([O:17][CH3:18])=[CH:11][C:12]=3[CH:13]2[OH:16])=[CH:4][CH:3]=1, predict the reactants needed to synthesize it. The reactants are: [Br:1][C:2]1[CH:15]=[C:14]2[C:5]([O:6][C:7]3[C:8]([F:19])=[CH:9][C:10]([O:17][CH3:18])=[CH:11][C:12]=3[C:13]2=[O:16])=[CH:4][CH:3]=1.[BH4-].[Na+]. (2) The reactants are: C1(C)C=CC=CC=1P([C:15]1[CH:20]=[CH:19][CH:18]=[CH:17][C:16]=1[CH3:21])C1C=CC=CC=1C.BrC1[C:25]2[C:30]([CH:31]=[C:32]3[C:37]=1[CH:36]=[CH:35][CH:34]=[CH:33]3)=[C:29]1[CH:38]=[CH:39][CH:40]=[C:41]([C:42]3[CH:47]=[CH:46][C:45]([C:48]4[C:53]5=[CH:54][CH:55]=[C:56]6[C:65]([CH:64]=[C:63]7[C:58]([CH:59]=[CH:60][CH:61]=[CH:62]7)=[C:57]6Br)=[C:52]5[CH:51]=[CH:50][CH:49]=4)=[CH:44][CH:43]=3)[C:28]1=[CH:27][CH:26]=2.[C:67]1(B(O)O)[CH:72]=[CH:71][CH:70]=[CH:69][CH:68]=1.P([O-])([O-])([O-])=O.[K+].[K+].[K+]. Given the product [C:67]1([C:57]2[C:56]3[C:65]([CH:64]=[C:63]4[C:58]=2[CH:59]=[CH:60][CH:61]=[CH:62]4)=[C:52]2[CH:51]=[CH:50][CH:49]=[C:48]([C:45]4[CH:44]=[CH:43][C:42]([C:41]5[C:28]6=[CH:27][CH:26]=[C:25]7[C:30]([CH:31]=[C:32]8[C:37]([CH:36]=[CH:35][CH:34]=[CH:33]8)=[C:21]7[C:16]7[CH:15]=[CH:20][CH:19]=[CH:18][CH:17]=7)=[C:29]6[CH:38]=[CH:39][CH:40]=5)=[CH:47][CH:46]=4)[C:53]2=[CH:54][CH:55]=3)[CH:72]=[CH:71][CH:70]=[CH:69][CH:68]=1, predict the reactants needed to synthesize it. (3) Given the product [Br:13][CH:10]([C:6]1[CH:7]=[CH:8][CH:9]=[C:4]([N+:1]([O-:3])=[O:2])[CH:5]=1)[CH3:11], predict the reactants needed to synthesize it. The reactants are: [N+:1]([C:4]1[CH:5]=[C:6]([CH:10](O)[CH3:11])[CH:7]=[CH:8][CH:9]=1)([O-:3])=[O:2].[BrH:13]. (4) Given the product [C:1]([C:3]1[CH:4]=[C:5]2[C:10](=[CH:11][CH:12]=1)[N:9]=[C:8]([NH:13][C:14]1[CH:19]=[C:18]([CH:17]=[C:16]([C:26]3[CH:27]=[N:28][N:29]([CH3:31])[CH:30]=3)[CH:15]=1)[O:20][C@H:21]1[CH2:25][CH2:24][N:23]([CH2:40][CH2:41][OH:42])[CH2:22]1)[N:7]=[CH:6]2)#[CH:2], predict the reactants needed to synthesize it. The reactants are: [C:1]([C:3]1[CH:4]=[C:5]2[C:10](=[CH:11][CH:12]=1)[N:9]=[C:8]([NH:13][C:14]1[CH:19]=[C:18]([O:20][C@H:21]3[CH2:25][CH2:24][NH:23][CH2:22]3)[CH:17]=[C:16]([C:26]3[CH:27]=[N:28][N:29]([CH3:31])[CH:30]=3)[CH:15]=1)[N:7]=[CH:6]2)#[CH:2].C(N(CC)CC)C.Br[CH2:40][CH2:41][OH:42]. (5) Given the product [CH:30]1([CH2:29][N:21]2[C:22]3=[N:23][CH:24]=[C:25]([F:28])[CH:26]=[C:27]3[C:19]([C:17]3[N:18]=[C:2]([I:3])[C:14]4[C:37]([CH3:38])([CH3:39])[C:36](=[O:40])[NH:35][C:15]=4[N:16]=3)=[N:20]2)[CH2:34][CH2:33][CH2:32][CH2:31]1, predict the reactants needed to synthesize it. The reactants are: I[CH2:2][I:3].N(OCCC(C)C)=O.NC1[C:14]2[C:37]([CH3:39])([CH3:38])[C:36](=[O:40])[NH:35][C:15]=2[N:16]=[C:17]([C:19]2[C:27]3[C:22](=[N:23][CH:24]=[C:25]([F:28])[CH:26]=3)[N:21]([CH2:29][CH:30]3[CH2:34][CH2:33][CH2:32][CH2:31]3)[N:20]=2)[N:18]=1. (6) Given the product [CH3:28][CH:27]1[N:7]2[N:8]=[C:9]([CH2:11][O:12][C:13]3[CH:14]=[CH:15][CH:16]=[CH:17][CH:18]=3)[CH:10]=[C:6]2[CH2:4][NH:25][CH2:26]1, predict the reactants needed to synthesize it. The reactants are: C(O[C:4]([C:6]1[NH:7][N:8]=[C:9]([CH2:11][O:12][C:13]2[CH:18]=[CH:17][CH:16]=[CH:15][CH:14]=2)[CH:10]=1)=O)C.C(OC(=O)[NH:25][CH2:26][CH:27](O)[CH3:28])(C)(C)C.C(OC(C1N(CC(NC(OC(C)(C)C)=O)C)N=C(COC2C=CC=CC=2)C=1)=O)C.CC1CN2N=C(COC3C=CC=CC=3)C=C2C(=O)N1.CC1CN2N=C(COC3C=CC=CC=3)C=C2CN1. (7) Given the product [CH3:11][O:12][C:2]1[O:1][C:5]2[CH:6]=[CH:7][CH:8]=[CH:9][C:4]=2[N:3]=1, predict the reactants needed to synthesize it. The reactants are: [O:1]1[C:5]2[CH:6]=[CH:7][CH:8]=[CH:9][C:4]=2[N:3]=[CH:2]1.Br[C:11]1[O:12]C2C=CC=CC=2N=1.C[O-].[Na+]. (8) Given the product [CH3:33][NH:34][C:3](=[O:2])[CH2:4][CH:5]1[C:31]2[C:26](=[CH:27][CH:28]=[CH:29][CH:30]=2)[C:7]2([CH2:12][CH2:11][N:10]([C:13]([O:15][CH:16]3[CH:23]4[CH2:22][CH:21]5[CH2:20][CH:19]([CH2:18][CH:17]3[CH2:25]5)[CH2:24]4)=[O:14])[CH2:9][CH2:8]2)[CH2:6]1, predict the reactants needed to synthesize it. The reactants are: C[O:2][C:3](=O)[CH2:4][CH:5]1[C:31]2[C:26](=[CH:27][CH:28]=[CH:29][CH:30]=2)[C:7]2([CH2:12][CH2:11][N:10]([C:13]([O:15][CH:16]3[CH:23]4[CH2:24][CH:19]5[CH2:20][CH:21]([CH2:25][CH:17]3[CH2:18]5)[CH2:22]4)=[O:14])[CH2:9][CH2:8]2)[CH2:6]1.[CH3:33][NH2:34].